From a dataset of NCI-60 drug combinations with 297,098 pairs across 59 cell lines. Regression. Given two drug SMILES strings and cell line genomic features, predict the synergy score measuring deviation from expected non-interaction effect. (1) Drug 1: CC1CCC2CC(C(=CC=CC=CC(CC(C(=O)C(C(C(=CC(C(=O)CC(OC(=O)C3CCCCN3C(=O)C(=O)C1(O2)O)C(C)CC4CCC(C(C4)OC)OCCO)C)C)O)OC)C)C)C)OC. Drug 2: COCCOC1=C(C=C2C(=C1)C(=NC=N2)NC3=CC=CC(=C3)C#C)OCCOC.Cl. Cell line: NCI-H322M. Synergy scores: CSS=31.8, Synergy_ZIP=4.86, Synergy_Bliss=4.35, Synergy_Loewe=4.76, Synergy_HSA=6.65. (2) Drug 1: C#CCC(CC1=CN=C2C(=N1)C(=NC(=N2)N)N)C3=CC=C(C=C3)C(=O)NC(CCC(=O)O)C(=O)O. Drug 2: CCC1(C2=C(COC1=O)C(=O)N3CC4=CC5=C(C=CC(=C5CN(C)C)O)N=C4C3=C2)O.Cl. Cell line: A498. Synergy scores: CSS=12.5, Synergy_ZIP=-1.03, Synergy_Bliss=0.581, Synergy_Loewe=-1.30, Synergy_HSA=-1.37. (3) Drug 1: CC1C(C(=O)NC(C(=O)N2CCCC2C(=O)N(CC(=O)N(C(C(=O)O1)C(C)C)C)C)C(C)C)NC(=O)C3=C4C(=C(C=C3)C)OC5=C(C(=O)C(=C(C5=N4)C(=O)NC6C(OC(=O)C(N(C(=O)CN(C(=O)C7CCCN7C(=O)C(NC6=O)C(C)C)C)C)C(C)C)C)N)C. Drug 2: C1=CN(C=N1)CC(O)(P(=O)(O)O)P(=O)(O)O. Cell line: NCI-H460. Synergy scores: CSS=21.5, Synergy_ZIP=0.0496, Synergy_Bliss=0.272, Synergy_Loewe=-33.4, Synergy_HSA=-0.0524. (4) Cell line: OVCAR-8. Drug 1: C1CNP(=O)(OC1)N(CCCl)CCCl. Synergy scores: CSS=35.2, Synergy_ZIP=0.824, Synergy_Bliss=-1.67, Synergy_Loewe=-59.1, Synergy_HSA=-4.33. Drug 2: B(C(CC(C)C)NC(=O)C(CC1=CC=CC=C1)NC(=O)C2=NC=CN=C2)(O)O. (5) Drug 1: CN1CCC(CC1)COC2=C(C=C3C(=C2)N=CN=C3NC4=C(C=C(C=C4)Br)F)OC. Drug 2: C1CN1P(=S)(N2CC2)N3CC3. Cell line: HT29. Synergy scores: CSS=7.78, Synergy_ZIP=-3.01, Synergy_Bliss=-0.332, Synergy_Loewe=-2.21, Synergy_HSA=-1.97. (6) Drug 1: C1CC(=O)NC(=O)C1N2CC3=C(C2=O)C=CC=C3N. Drug 2: COC1=NC(=NC2=C1N=CN2C3C(C(C(O3)CO)O)O)N. Cell line: UACC62. Synergy scores: CSS=1.46, Synergy_ZIP=0.241, Synergy_Bliss=1.13, Synergy_Loewe=-0.531, Synergy_HSA=-0.531. (7) Drug 1: CC1=C(C=C(C=C1)NC2=NC=CC(=N2)N(C)C3=CC4=NN(C(=C4C=C3)C)C)S(=O)(=O)N.Cl. Drug 2: CC1C(C(CC(O1)OC2CC(OC(C2O)C)OC3=CC4=CC5=C(C(=O)C(C(C5)C(C(=O)C(C(C)O)O)OC)OC6CC(C(C(O6)C)O)OC7CC(C(C(O7)C)O)OC8CC(C(C(O8)C)O)(C)O)C(=C4C(=C3C)O)O)O)O. Cell line: HL-60(TB). Synergy scores: CSS=-6.00, Synergy_ZIP=25.2, Synergy_Bliss=22.3, Synergy_Loewe=2.58, Synergy_HSA=-0.267. (8) Drug 1: CCCS(=O)(=O)NC1=C(C(=C(C=C1)F)C(=O)C2=CNC3=C2C=C(C=N3)C4=CC=C(C=C4)Cl)F. Drug 2: CN1C(=O)N2C=NC(=C2N=N1)C(=O)N. Cell line: HCT116. Synergy scores: CSS=-3.70, Synergy_ZIP=2.66, Synergy_Bliss=-0.758, Synergy_Loewe=-2.38, Synergy_HSA=-3.78.